Dataset: Forward reaction prediction with 1.9M reactions from USPTO patents (1976-2016). Task: Predict the product of the given reaction. (1) Given the reactants [OH-].[NH4+].[CH3:3][O:4][C:5](=[O:41])[C@@H:6]([NH:11][C:12]([C:14]1[CH:19]=[CH:18][C:17]([C:20]2[CH:25]=[CH:24][C:23]([O:26][CH3:27])=[CH:22][CH:21]=2)=[CH:16][C:15]=1[NH:28][C:29]([NH:31][C:32]1[C:37]([CH3:38])=[CH:36][C:35]([CH3:39])=[CH:34][C:33]=1[CH3:40])=[O:30])=[O:13])[CH2:7][C:8]([OH:10])=O.C[N:43](C(ON1N=NC2C=CC=NC1=2)=[N+](C)C)C.F[P-](F)(F)(F)(F)F, predict the reaction product. The product is: [CH3:27][O:26][C:23]1[CH:22]=[CH:21][C:20]([C:17]2[CH:18]=[CH:19][C:14]([C:12]([NH:11][C@H:6]([C:5]([O:4][CH3:3])=[O:41])[CH2:7][C:8](=[O:10])[NH2:43])=[O:13])=[C:15]([NH:28][C:29]([NH:31][C:32]3[C:33]([CH3:40])=[CH:34][C:35]([CH3:39])=[CH:36][C:37]=3[CH3:38])=[O:30])[CH:16]=2)=[CH:25][CH:24]=1. (2) The product is: [ClH:28].[ClH:28].[CH2:6]([N:1]([CH2:2][CH3:3])[CH2:7][CH2:8][CH2:9][N:10]1[C:18]2[C:13](=[CH:14][CH:15]=[C:16]([NH:19][C:20]([C:22]3[S:23][CH:24]=[CH:25][CH:26]=3)=[NH:21])[CH:17]=2)[CH:12]=[CH:11]1)[CH3:5]. Given the reactants [N:1]1([CH2:7][CH2:8][CH2:9][N:10]2[C:18]3[C:13](=[CH:14][CH:15]=[C:16]([NH:19][C:20]([C:22]4[S:23][CH:24]=[CH:25][CH:26]=4)=[NH:21])[CH:17]=3)[CH:12]=[CH:11]2)[CH2:6][CH2:5]O[CH2:3][CH2:2]1.I.[ClH:28], predict the reaction product. (3) Given the reactants Br[C:2]1[CH:3]=[C:4]([S:11]([NH:14][C:15]([CH3:18])([CH3:17])[CH3:16])(=[O:13])=[O:12])[C:5]([CH:8]([F:10])[F:9])=[N:6][CH:7]=1.[CH3:19][C:20]1([CH3:36])[C:24]([CH3:26])([CH3:25])[O:23][B:22]([B:22]2[O:23][C:24]([CH3:26])([CH3:25])[C:20]([CH3:36])([CH3:19])[O:21]2)[O:21]1.CC([O-])=O.[K+], predict the reaction product. The product is: [C:15]([NH:14][S:11]([C:4]1[C:5]([CH:8]([F:10])[F:9])=[N:6][CH:7]=[C:2]([B:22]2[O:23][C:24]([CH3:26])([CH3:25])[C:20]([CH3:36])([CH3:19])[O:21]2)[CH:3]=1)(=[O:13])=[O:12])([CH3:18])([CH3:17])[CH3:16]. (4) Given the reactants [NH2:1][C:2]1[C:3]([N:9]2[CH2:14][CH2:13][N:12]([C:15]([O:17][C:18]([CH3:21])([CH3:20])[CH3:19])=[O:16])[CH2:11][CH2:10]2)=[N:4][C:5](Br)=[CH:6][N:7]=1.[N:22]1[CH:27]=[CH:26][C:25](B(O)O)=[CH:24][CH:23]=1, predict the reaction product. The product is: [NH2:1][C:2]1[C:3]([N:9]2[CH2:14][CH2:13][N:12]([C:15]([O:17][C:18]([CH3:21])([CH3:20])[CH3:19])=[O:16])[CH2:11][CH2:10]2)=[N:4][C:5]([C:25]2[CH:26]=[CH:27][N:22]=[CH:23][CH:24]=2)=[CH:6][N:7]=1.